Dataset: Forward reaction prediction with 1.9M reactions from USPTO patents (1976-2016). Task: Predict the product of the given reaction. (1) Given the reactants [Cl:1][C:2]1[C:3]([CH3:46])=[C:4]([C:28]2[CH:29]=[N:30][N:31]([CH:33]3[CH2:38][CH2:37][N:36](C(OC(C)(C)C)=O)[CH2:35][CH2:34]3)[CH:32]=2)[C:5]([O:26][CH3:27])=[C:6]([CH:8]([NH:10][C:11]2[N:19]=[CH:18][N:17]=[C:16]3[C:12]=2[N:13]=[CH:14][N:15]3C2CCCCO2)[CH3:9])[CH:7]=1.[C:47]([OH:53])([C:49]([F:52])([F:51])[F:50])=[O:48], predict the reaction product. The product is: [F:50][C:49]([F:52])([F:51])[C:47]([OH:53])=[O:48].[F:50][C:49]([F:52])([F:51])[C:47]([OH:53])=[O:48].[F:50][C:49]([F:52])([F:51])[C:47]([OH:53])=[O:48].[Cl:1][C:2]1[C:3]([CH3:46])=[C:4]([C:28]2[CH:29]=[N:30][N:31]([CH:33]3[CH2:38][CH2:37][NH:36][CH2:35][CH2:34]3)[CH:32]=2)[C:5]([O:26][CH3:27])=[C:6]([CH:8]([NH:10][C:11]2[N:19]=[CH:18][N:17]=[C:16]3[C:12]=2[N:13]=[CH:14][NH:15]3)[CH3:9])[CH:7]=1. (2) Given the reactants [Cl:1][C:2]1[CH:20]=[C:19]([Cl:21])[CH:18]=[CH:17][C:3]=1[O:4][CH2:5][C:6]1[CH:7]=[C:8]([CH2:15][OH:16])[CH:9]=[C:10]([O:12][CH2:13][CH3:14])[CH:11]=1.O[C:23]1[CH:27]=[C:26]([CH2:28][CH2:29][C:30]([O:32]CC)=[O:31])[N:25]([C:35]2[CH:40]=[CH:39][CH:38]=[CH:37][CH:36]=2)[N:24]=1.C(P(CCCC)CCCC)CCC.N(C(N1CCCCC1)=O)=NC(N1CCCCC1)=O.O1CCCC1CCO.[OH-].[Na+].Cl, predict the reaction product. The product is: [Cl:1][C:2]1[CH:20]=[C:19]([Cl:21])[CH:18]=[CH:17][C:3]=1[O:4][CH2:5][C:6]1[CH:7]=[C:8]([CH:9]=[C:10]([O:12][CH2:13][CH3:14])[CH:11]=1)[CH2:15][O:16][C:23]1[CH:27]=[C:26]([CH2:28][CH2:29][C:30]([OH:32])=[O:31])[N:25]([C:35]2[CH:40]=[CH:39][CH:38]=[CH:37][CH:36]=2)[N:24]=1. (3) Given the reactants [I:1][C:2]1[CH:8]=[C:7]([C:9]([F:21])([C:14]([F:20])([F:19])[C:15]([F:18])([F:17])[F:16])[C:10]([F:13])([F:12])[F:11])[CH:6]=[C:5]([I:22])[C:3]=1[NH2:4].[N+:23]([C:26]1[CH:27]=[C:28]([CH:32]=[CH:33][CH:34]=1)[C:29](Cl)=[O:30])([O-:25])=[O:24], predict the reaction product. The product is: [I:1][C:2]1[CH:8]=[C:7]([C:9]([F:21])([C:14]([F:19])([F:20])[C:15]([F:16])([F:17])[F:18])[C:10]([F:11])([F:12])[F:13])[CH:6]=[C:5]([I:22])[C:3]=1[NH:4][C:29](=[O:30])[C:28]1[CH:32]=[CH:33][CH:34]=[C:26]([N+:23]([O-:25])=[O:24])[CH:27]=1. (4) Given the reactants [CH:1]1([N:4]2[CH2:16][C@@H:7]3[C@H:8]([C:12]([O:14][CH3:15])=[O:13])[NH:9][CH2:10][CH2:11][N:6]3[C:5]2=[O:17])[CH2:3][CH2:2]1.[CH3:18]C(C)CN, predict the reaction product. The product is: [CH2:1]([N:4]1[CH2:16][C@@H:7]2[C@H:8]([C:12]([O:14][CH3:15])=[O:13])[NH:9][CH2:10][CH2:11][N:6]2[C:5]1=[O:17])[CH:3]([CH3:2])[CH3:18]. (5) Given the reactants [O:1]1[C:11]2[C:6](=[CH:7][CH:8]=[CH:9][CH:10]=2)[CH2:5][CH2:4][C:2]1=[O:3].[CH2:12]([NH:15][CH2:16][CH:17]=[CH2:18])[CH:13]=[CH2:14], predict the reaction product. The product is: [CH2:12]([N:15]([CH2:16][CH:17]=[CH2:18])[C:2](=[O:3])[CH2:4][CH2:5][C:6]1[CH:7]=[CH:8][CH:9]=[CH:10][C:11]=1[OH:1])[CH:13]=[CH2:14]. (6) Given the reactants Cl[C:2]1[N:7]=[C:6]([CH3:8])[C:5]2[C:9](=[O:31])[NH:10][N:11]([C:12]([C:25]3[CH:30]=[CH:29][CH:28]=[CH:27][CH:26]=3)([C:19]3[CH:24]=[CH:23][CH:22]=[CH:21][CH:20]=3)[C:13]3[CH:18]=[CH:17][CH:16]=[CH:15][CH:14]=3)[C:4]=2[CH:3]=1.[C:32]1([C@H:38]([NH:40][C:41]([NH2:43])=[O:42])[CH3:39])[CH:37]=[CH:36][CH:35]=[CH:34][CH:33]=1.C1(P(C2C=CC=CC=2)C2C3OC4C(=CC=CC=4P(C4C=CC=CC=4)C4C=CC=CC=4)C(C)(C)C=3C=CC=2)C=CC=CC=1.C(=O)([O-])[O-].[Cs+].[Cs+], predict the reaction product. The product is: [CH3:8][C:6]1[C:5]2[C:9](=[O:31])[NH:10][N:11]([C:12]([C:19]3[CH:24]=[CH:23][CH:22]=[CH:21][CH:20]=3)([C:13]3[CH:14]=[CH:15][CH:16]=[CH:17][CH:18]=3)[C:25]3[CH:26]=[CH:27][CH:28]=[CH:29][CH:30]=3)[C:4]=2[CH:3]=[C:2]([NH:43][C:41]([NH:40][C@@H:38]([C:32]2[CH:37]=[CH:36][CH:35]=[CH:34][CH:33]=2)[CH3:39])=[O:42])[N:7]=1. (7) Given the reactants [NH2:1][CH2:2][C@:3]1([OH:31])[C@@H:8]([OH:9])[C@H:7]([OH:10])[C@@H:6]([CH2:11][OH:12])[O:5][C@@H:4]1[O:13][C:14]1[CH:19]=[CH:18][C:17]([C:20]2[CH:21]=[C:22]([CH:27]=[CH:28][CH:29]=2)[C:23]([NH:25][CH3:26])=[O:24])=[CH:16][C:15]=1[CH3:30].[CH3:32][C:33]([O-])=[O:34].[Na+].C(Cl)(=O)C, predict the reaction product. The product is: [C:33]([NH:1][CH2:2][C@:3]1([OH:31])[C@@H:8]([OH:9])[C@H:7]([OH:10])[C@@H:6]([CH2:11][OH:12])[O:5][C@@H:4]1[O:13][C:14]1[CH:19]=[CH:18][C:17]([C:20]2[CH:21]=[C:22]([CH:27]=[CH:28][CH:29]=2)[C:23]([NH:25][CH3:26])=[O:24])=[CH:16][C:15]=1[CH3:30])(=[O:34])[CH3:32]. (8) Given the reactants [C:1]([O:5][C:6](=[O:22])[NH:7][C:8]1[CH:13]=[C:12]([N:14]2[CH2:18][CH2:17][CH2:16][CH2:15]2)[C:11]([C:19]#[N:20])=[CH:10][C:9]=1[NH2:21])([CH3:4])([CH3:3])[CH3:2].C([O:27][C:28](=O)[CH2:29][C:30](=[O:50])[C:31]1[CH:36]=[CH:35][CH:34]=[C:33]([N:37]2[C:41]([CH2:42][O:43][CH:44]3[CH2:49][CH2:48][CH2:47][CH2:46][O:45]3)=[CH:40][N:39]=[N:38]2)[CH:32]=1)(C)(C)C, predict the reaction product. The product is: [C:1]([O:5][C:6](=[O:22])[NH:7][C:8]1[CH:13]=[C:12]([N:14]2[CH2:18][CH2:17][CH2:16][CH2:15]2)[C:11]([C:19]#[N:20])=[CH:10][C:9]=1[NH:21][C:28](=[O:27])[CH2:29][C:30](=[O:50])[C:31]1[CH:36]=[CH:35][CH:34]=[C:33]([N:37]2[C:41]([CH2:42][O:43][CH:44]3[CH2:49][CH2:48][CH2:47][CH2:46][O:45]3)=[CH:40][N:39]=[N:38]2)[CH:32]=1)([CH3:4])([CH3:2])[CH3:3].